This data is from Catalyst prediction with 721,799 reactions and 888 catalyst types from USPTO. The task is: Predict which catalyst facilitates the given reaction. (1) Reactant: [N+:1]([C:4]1[CH:5]=[C:6]([C:9]([OH:11])=[O:10])[NH:7][N:8]=1)([O-:3])=[O:2].S(=O)(=O)(O)O.[C:17](=O)([O-])[O-].[K+].[K+]. Product: [CH3:17][O:10][C:9]([C:6]1[NH:7][N:8]=[C:4]([N+:1]([O-:3])=[O:2])[CH:5]=1)=[O:11]. The catalyst class is: 5. (2) Reactant: COC(=O)[C@H]([O:11][C:12]1[C:13](=[O:44])[N:14]([C:37]2[N:38]=[N:39][C:40]([CH3:43])=[CH:41][CH:42]=2)[C@H:15]([C:26]2[CH:31]=[CH:30][C:29]([O:32][C:33]([F:36])([F:35])[F:34])=[CH:28][CH:27]=2)[C:16]=1[C:17](=[O:25])[C:18]1[CH:23]=[CH:22][C:21]([CH3:24])=[CH:20][CH:19]=1)C1C=CC=CC=1. Product: [OH:11][C:12]1[C:13](=[O:44])[N:14]([C:37]2[N:38]=[N:39][C:40]([CH3:43])=[CH:41][CH:42]=2)[C@H:15]([C:26]2[CH:27]=[CH:28][C:29]([O:32][C:33]([F:35])([F:36])[F:34])=[CH:30][CH:31]=2)[C:16]=1[C:17](=[O:25])[C:18]1[CH:23]=[CH:22][C:21]([CH3:24])=[CH:20][CH:19]=1. The catalyst class is: 16. (3) Reactant: [F:1][C:2]([F:15])([F:14])[O:3][C:4]1[CH:9]=[CH:8][C:7]([NH:10][C:11]([NH2:13])=[S:12])=[CH:6][CH:5]=1.Br[CH2:17][C:18](=O)[C:19]([OH:21])=[O:20]. Product: [F:15][C:2]([F:14])([F:1])[O:3][C:4]1[CH:5]=[CH:6][C:7]([NH:10][C:11]2[S:12][CH:17]=[C:18]([C:19]([OH:21])=[O:20])[N:13]=2)=[CH:8][CH:9]=1. The catalyst class is: 8. (4) Reactant: C(Cl)(=O)C(Cl)=O.CS(C)=O.[OH:11][CH2:12][C:13]1([CH2:26][CH2:27][O:28][Si:29]([C:32]([CH3:35])([CH3:34])[CH3:33])([CH3:31])[CH3:30])[CH2:18][CH2:17][N:16]([C:19]([O:21][C:22]([CH3:25])([CH3:24])[CH3:23])=[O:20])[CH2:15][CH2:14]1.C(N(CC)CC)C. Product: [CH:12]([C:13]1([CH2:26][CH2:27][O:28][Si:29]([C:32]([CH3:35])([CH3:34])[CH3:33])([CH3:30])[CH3:31])[CH2:14][CH2:15][N:16]([C:19]([O:21][C:22]([CH3:24])([CH3:25])[CH3:23])=[O:20])[CH2:17][CH2:18]1)=[O:11]. The catalyst class is: 34. (5) Reactant: [NH:1]1[C:9]2[C:4](=[CH:5][C:6]([CH:10]=[O:11])=[CH:7][CH:8]=2)[CH:3]=[N:2]1.C([O-])([O-])=O.[K+].[K+].[I:18]I.[O-]S(S([O-])=O)=O.[Na+].[Na+].S([O-])(O)(=O)=O.[Na+]. Product: [I:18][C:3]1[C:4]2[C:9](=[CH:8][CH:7]=[C:6]([CH:10]=[O:11])[CH:5]=2)[NH:1][N:2]=1. The catalyst class is: 18.